The task is: Predict the product of the given reaction.. This data is from Forward reaction prediction with 1.9M reactions from USPTO patents (1976-2016). (1) The product is: [CH:1]1([O:6][C:7]2[CH:8]=[C:9]([C:10]3[CH2:20][C:19]([CH3:21])([C:18]#[N:22])[O:12][N:11]=3)[CH:13]=[CH:14][C:15]=2[O:16][CH3:17])[CH2:2][CH2:3][CH2:4][CH2:5]1. Given the reactants [CH:1]1([O:6][C:7]2[CH:8]=[C:9]([CH:13]=[CH:14][C:15]=2[O:16][CH3:17])[CH:10]=[N:11][OH:12])[CH2:5][CH2:4][CH2:3][CH2:2]1.[C:18](#[N:22])[C:19]([CH3:21])=[CH2:20].Cl[O-].[Na+], predict the reaction product. (2) Given the reactants [Cl:1][C:2]1[C:7]([O:8][C:9]2[N:14]=[CH:13][CH:12]=[CH:11][N:10]=2)=[CH:6][C:5]([N:15]=[C:16]=[O:17])=[C:4]([F:18])[CH:3]=1.C[Si]([N:23]=[N+:24]=[N-:25])(C)C, predict the reaction product. The product is: [Cl:1][C:2]1[C:7]([O:8][C:9]2[N:10]=[CH:11][CH:12]=[CH:13][N:14]=2)=[CH:6][C:5]([N:15]2[C:16](=[O:17])[NH:25][N:24]=[N:23]2)=[C:4]([F:18])[CH:3]=1. (3) Given the reactants C[O:2][C:3](=[O:27])[CH2:4][C:5]1[CH:10]=[CH:9][CH:8]=[CH:7][C:6]=1[CH2:11][C:12]1[CH:17]=[CH:16][C:15]([N:18]2[CH2:22][C:21](=[O:23])[NH:20][S:19]2(=[O:25])=[O:24])=[C:14]([OH:26])[CH:13]=1.[OH-].[K+].Cl, predict the reaction product. The product is: [OH:26][C:14]1[CH:13]=[C:12]([CH:17]=[CH:16][C:15]=1[N:18]1[CH2:22][C:21](=[O:23])[NH:20][S:19]1(=[O:25])=[O:24])[CH2:11][C:6]1[CH:7]=[CH:8][CH:9]=[CH:10][C:5]=1[CH2:4][C:3]([OH:27])=[O:2]. (4) Given the reactants Br[C:2]1[CH:3]=[C:4]([C:15]#[N:16])[CH:5]=[C:6]2[C:10]=1[NH:9][C:8]([C:11]([NH2:13])=[O:12])=[C:7]2[CH3:14].[F:17][C:18]([F:30])([F:29])[O:19][C:20]1[CH:25]=[CH:24][C:23](B(O)O)=[CH:22][CH:21]=1, predict the reaction product. The product is: [C:15]([C:4]1[CH:5]=[C:6]2[C:10](=[C:2]([C:23]3[CH:22]=[CH:21][C:20]([O:19][C:18]([F:17])([F:29])[F:30])=[CH:25][CH:24]=3)[CH:3]=1)[NH:9][C:8]([C:11]([NH2:13])=[O:12])=[C:7]2[CH3:14])#[N:16]. (5) Given the reactants [Cl:1][C:2]1[C:7]([C:8]([O:10]CC)=[O:9])=[C:6]([F:13])[C:5]([CH2:14][NH:15][C:16](=[O:20])[CH:17]([CH3:19])[CH3:18])=[CH:4][CH:3]=1.[OH-].[Na+], predict the reaction product. The product is: [Cl:1][C:2]1[C:7]([C:8]([OH:10])=[O:9])=[C:6]([F:13])[C:5]([CH2:14][NH:15][C:16](=[O:20])[CH:17]([CH3:18])[CH3:19])=[CH:4][CH:3]=1. (6) Given the reactants [CH2:1]([C:3]1[NH:4][C:5]2[CH:11]=[CH:10][CH:9]=[CH:8][C:6]=2[N:7]=1)[CH3:2].[CH3:12][O:13][CH2:14][CH2:15][O:16][CH2:17][CH2:18]Cl, predict the reaction product. The product is: [CH2:1]([C:3]1[N:4]([CH2:18][CH2:17][O:16][CH2:15][CH2:14][O:13][CH3:12])[C:5]2[CH:11]=[CH:10][CH:9]=[CH:8][C:6]=2[N:7]=1)[CH3:2]. (7) The product is: [CH2:1]([N:3]1[C:12]2[C:7](=[CH:8][C:9]([CH3:26])=[C:10]([C:13]3[CH:14]=[C:15]([CH:30]=[CH:32][CH:33]=[CH:34][C:35]([OH:37])=[O:36])[CH:18]=[CH:19][C:20]=3[O:21][C:22]([F:24])([F:25])[F:23])[CH:11]=2)[C:6]([CH3:28])([CH3:27])[CH2:5][C:4]1=[O:29])[CH3:2]. Given the reactants [CH2:1]([N:3]1[C:12]2[C:7](=[CH:8][C:9]([CH3:26])=[C:10]([C:13]3[CH:14]=[C:15]([CH:18]=[CH:19][C:20]=3[O:21][C:22]([F:25])([F:24])[F:23])C=O)[CH:11]=2)[C:6]([CH3:28])([CH3:27])[CH2:5][C:4]1=[O:29])[CH3:2].[CH2:30]([CH:32](P(O)(O)=O)/[C:33](/CC)=[C:34](\CC)/[C:35]([O-:37])=[O:36])C, predict the reaction product.